This data is from Retrosynthesis with 50K atom-mapped reactions and 10 reaction types from USPTO. The task is: Predict the reactants needed to synthesize the given product. (1) Given the product CCOc1cc2[nH]c(-c3n[nH]cc3NC(=O)c3c(F)cccc3F)nc2cc1C(=O)O, predict the reactants needed to synthesize it. The reactants are: CCOc1cc2[nH]c(-c3n[nH]cc3NC(=O)c3c(F)cccc3F)nc2cc1C(=O)OC. (2) Given the product COC(=O)c1ccc(/C=C/c2cnc3ccccc3c2)cc1, predict the reactants needed to synthesize it. The reactants are: CCOP(=O)(Cc1ccc(C(=O)OC)cc1)OCC.O=Cc1cnc2ccccc2c1. (3) Given the product CC(C)(C)OC(=O)/C=C1/CCCN(C(=O)OC(C)(C)C)C1, predict the reactants needed to synthesize it. The reactants are: CC(C)(C)OC(=O)N1CCCC(=O)C1.COP(=O)(CC(=O)OC(C)(C)C)OC. (4) Given the product c1cncc(Cn2ccc3ccccc32)c1, predict the reactants needed to synthesize it. The reactants are: ClCc1cccnc1.c1ccc2[nH]ccc2c1. (5) Given the product N#Cc1cnc2nc(N3CCNCC3)c3nncn3c2c1, predict the reactants needed to synthesize it. The reactants are: Brc1cnc2nc(N3CCNCC3)c3nncn3c2c1.[C-]#N. (6) Given the product OCc1nc2ccccn2c1-c1cccnc1, predict the reactants needed to synthesize it. The reactants are: CCOC(=O)c1nc2ccccn2c1-c1cccnc1.